Task: Regression. Given a peptide amino acid sequence and an MHC pseudo amino acid sequence, predict their binding affinity value. This is MHC class I binding data.. Dataset: Peptide-MHC class I binding affinity with 185,985 pairs from IEDB/IMGT (1) The peptide sequence is ATSRTLSYY. The MHC is HLA-A33:01 with pseudo-sequence HLA-A33:01. The binding affinity (normalized) is 0. (2) The binding affinity (normalized) is 0.0847. The peptide sequence is EKLKKKSAF. The MHC is HLA-A24:03 with pseudo-sequence HLA-A24:03. (3) The peptide sequence is NTQGYFPDWQ. The MHC is HLA-B58:01 with pseudo-sequence HLA-B58:01. The binding affinity (normalized) is 0. (4) The peptide sequence is SSLRYGNVL. The MHC is HLA-A02:19 with pseudo-sequence HLA-A02:19. The binding affinity (normalized) is 0.0847. (5) The peptide sequence is YMIDPSGVSY. The MHC is HLA-B15:01 with pseudo-sequence HLA-B15:01. The binding affinity (normalized) is 0.969. (6) The peptide sequence is GSEEIKSLY. The MHC is HLA-B38:01 with pseudo-sequence HLA-B38:01. The binding affinity (normalized) is 0.0847. (7) The peptide sequence is MMWYWGPSL. The binding affinity (normalized) is 0.629. The MHC is HLA-A02:01 with pseudo-sequence HLA-A02:01.